Dataset: Full USPTO retrosynthesis dataset with 1.9M reactions from patents (1976-2016). Task: Predict the reactants needed to synthesize the given product. (1) Given the product [Cl:27][C:5]1[CH:4]=[CH:3][C:2]([I:28])=[CH:7][C:6]=1[C:8]1[C:13](=[O:14])[N:12]([CH3:15])[C:11]2[N:16]([C:19]3[C:24]([F:25])=[CH:23][CH:22]=[CH:21][C:20]=3[F:26])[N:17]=[CH:18][C:10]=2[CH:9]=1, predict the reactants needed to synthesize it. The reactants are: N[C:2]1[CH:3]=[CH:4][C:5]([Cl:27])=[C:6]([C:8]2[C:13](=[O:14])[N:12]([CH3:15])[C:11]3[N:16]([C:19]4[C:24]([F:25])=[CH:23][CH:22]=[CH:21][C:20]=4[F:26])[N:17]=[CH:18][C:10]=3[CH:9]=2)[CH:7]=1.[I:28]I.[I-].[Cs+].N(OCCC(C)C)=O. (2) Given the product [CH3:1][C:2]1([CH3:5])[CH2:3][O:4][CH:8]([CH2:10][OH:9])[CH2:7][O:6]1, predict the reactants needed to synthesize it. The reactants are: [CH3:1][C:2]([O:6][CH2:7][CH:8]1[CH2:10][O:9]1)([CH3:5])[CH2:3][OH:4].CC1(C)C2(CS(O)(=O)=O)C(CC1CC2)=O.C([O-])(O)=O.[Na+]. (3) Given the product [NH:23]1[C:31]2[C:26](=[C:27]([C:2]3[N:7]=[C:6]([CH2:8][NH:9][CH2:10][C:11]4[CH:12]=[N:13][CH:14]=[CH:15][CH:16]=4)[CH:5]=[C:4]([N:17]4[CH2:22][CH2:21][O:20][CH2:19][CH2:18]4)[N:3]=3)[CH:28]=[CH:29][CH:30]=2)[CH:25]=[CH:24]1, predict the reactants needed to synthesize it. The reactants are: Cl[C:2]1[N:7]=[C:6]([CH2:8][NH:9][CH2:10][C:11]2[CH:12]=[N:13][CH:14]=[CH:15][CH:16]=2)[CH:5]=[C:4]([N:17]2[CH2:22][CH2:21][O:20][CH2:19][CH2:18]2)[N:3]=1.[NH:23]1[C:31]2[CH:30]=[CH:29][CH:28]=[C:27](B(O)O)[C:26]=2[CH:25]=[CH:24]1.